This data is from Reaction yield outcomes from USPTO patents with 853,638 reactions. The task is: Predict the reaction yield, written as a fraction of the theoretical maximum amount of product (1.0 means a 100% yield; for example, 0.34 means a 34% yield). (1) The reactants are [C:1](Cl)(=[O:4])[CH:2]=[CH2:3].[CH3:6][N:7]([CH3:39])[CH:8]1[CH2:11][N:10]([C:12]2[CH:17]=[C:16]([O:18][CH3:19])[C:15]([NH:20][C:21]3[N:26]=[C:25]([C:27]4[C:35]5[C:30](=[CH:31][CH:32]=[CH:33][CH:34]=5)[N:29]([CH3:36])[CH:28]=4)[C:24]([CH3:37])=[CH:23][N:22]=3)=[CH:14][C:13]=2[NH2:38])[CH2:9]1. The catalyst is C(Cl)Cl.CO.CC#N. The product is [CH3:39][N:7]([CH3:6])[CH:8]1[CH2:9][N:10]([C:12]2[CH:17]=[C:16]([O:18][CH3:19])[C:15]([NH:20][C:21]3[N:26]=[C:25]([C:27]4[C:35]5[C:30](=[CH:31][CH:32]=[CH:33][CH:34]=5)[N:29]([CH3:36])[CH:28]=4)[C:24]([CH3:37])=[CH:23][N:22]=3)=[CH:14][C:13]=2[NH:38][C:1](=[O:4])[CH:2]=[CH2:3])[CH2:11]1. The yield is 0.310. (2) The reactants are [Br:1][C:2]1[CH:6]=[N:5][N:4]([CH3:7])[C:3]=1[C:8]1[CH:9]=[C:10]([NH2:16])[CH:11]=[CH:12][C:13]=1[O:14][CH3:15].[Br:17][C:18]1[CH:23]=[CH:22][C:21]([N:24]=[C:25]=[O:26])=[CH:20][CH:19]=1. The catalyst is C(Cl)Cl. The product is [Br:1][C:2]1[CH:6]=[N:5][N:4]([CH3:7])[C:3]=1[C:8]1[CH:9]=[C:10]([NH:16][C:25]([NH:24][C:21]2[CH:22]=[CH:23][C:18]([Br:17])=[CH:19][CH:20]=2)=[O:26])[CH:11]=[CH:12][C:13]=1[O:14][CH3:15]. The yield is 0.750. (3) The reactants are Br[C:2]1(Br)[C:10]2[C:5](=[CH:6][CH:7]=[C:8]([Cl:11])[CH:9]=2)[N:4]([CH2:12][C:13]2[C:14]([F:19])=[N:15][CH:16]=[CH:17][CH:18]=2)[C:3]1=[O:20]. The catalyst is CC(O)=O.[Zn]. The product is [Cl:11][C:8]1[CH:9]=[C:10]2[C:5](=[CH:6][CH:7]=1)[N:4]([CH2:12][C:13]1[C:14]([F:19])=[N:15][CH:16]=[CH:17][CH:18]=1)[C:3](=[O:20])[CH2:2]2. The yield is 0.350. (4) The reactants are [OH:1][C@@H:2]([CH2:18][N:19]1[CH2:24][CH2:23][O:22][CH2:21][CH2:20]1)[CH2:3][N:4]1[CH2:10][CH2:9][CH2:8][C:7]2[NH:11][C:12]([CH:15]=O)=[C:13]([CH3:14])[C:6]=2[C:5]1=[O:17].[Br:25][C:26]1[CH:34]=[CH:33][CH:32]=[C:31]2[C:27]=1[CH2:28][C:29](=[O:35])[NH:30]2.N1CCCCC1. The catalyst is C(O)C. The product is [Br:25][C:26]1[CH:34]=[CH:33][CH:32]=[C:31]2[C:27]=1/[C:28](=[CH:15]/[C:12]1[NH:11][C:7]3[CH2:8][CH2:9][CH2:10][N:4]([CH2:3][C@@H:2]([OH:1])[CH2:18][N:19]4[CH2:24][CH2:23][O:22][CH2:21][CH2:20]4)[C:5](=[O:17])[C:6]=3[C:13]=1[CH3:14])/[C:29](=[O:35])[NH:30]2. The yield is 0.540. (5) The reactants are [CH3:1][CH:2]([CH3:36])[CH2:3][O:4][C:5]([N:7]1[CH:11]=[CH:10][N:9]=[C:8]1[C:12]1[CH:17]=[CH:16][C:15]([C:18]2[CH:19]=[CH:20][C:21]3[O:27][CH2:26][CH2:25][N:24](C(OC(C)(C)C)=O)[CH2:23][C:22]=3[CH:35]=2)=[CH:14][CH:13]=1)=[O:6].FC(F)(F)C(O)=O. The catalyst is ClCCl. The product is [O:27]1[C:21]2[CH:20]=[CH:19][C:18]([C:15]3[CH:14]=[CH:13][C:12]([C:8]4[N:7]([C:5]([O:4][CH2:3][CH:2]([CH3:36])[CH3:1])=[O:6])[CH:11]=[CH:10][N:9]=4)=[CH:17][CH:16]=3)=[CH:35][C:22]=2[CH2:23][NH:24][CH2:25][CH2:26]1. The yield is 0.920. (6) The reactants are Cl.[NH2:2][C:3]1[C:4]([C:10]([OH:12])=[O:11])=[N:5][C:6]([Cl:9])=[CH:7][CH:8]=1.S(Cl)(Cl)=O.[CH3:17]O. No catalyst specified. The product is [ClH:9].[CH3:17][O:11][C:10]([C:4]1[C:3]([NH2:2])=[CH:8][CH:7]=[C:6]([Cl:9])[N:5]=1)=[O:12]. The yield is 0.950.